Dataset: Forward reaction prediction with 1.9M reactions from USPTO patents (1976-2016). Task: Predict the product of the given reaction. (1) The product is: [CH2:11]([NH:21][CH2:29][CH:30]=[O:31])[CH2:12][CH2:13][CH2:14][CH2:15][CH2:16][CH2:17][CH2:18][CH2:19][CH3:20]. Given the reactants C(Cl)(=O)C(Cl)=O.CS(C)=O.[CH2:11]([N:21]([CH2:29][CH2:30][OH:31])C(=O)OC(C)(C)C)[CH2:12][CH2:13][CH2:14][CH2:15][CH2:16][CH2:17][CH2:18][CH2:19][CH3:20].C(N(CC)CC)C, predict the reaction product. (2) Given the reactants [Cl:1][C:2]1[C:11]([N+:12]([O-])=O)=[C:10]([NH:15][CH2:16][C:17]2[CH:18]=[N:19][CH:20]=[CH:21][CH:22]=2)[C:9]2[C:4](=[CH:5][CH:6]=[CH:7][CH:8]=2)[N:3]=1, predict the reaction product. The product is: [Cl:1][C:2]1[C:11]([NH2:12])=[C:10]([NH:15][CH2:16][C:17]2[CH:18]=[N:19][CH:20]=[CH:21][CH:22]=2)[C:9]2[C:4](=[CH:5][CH:6]=[CH:7][CH:8]=2)[N:3]=1. (3) Given the reactants [CH3:1][O:2][Na].CO.Br[C:7]1[C:16]([OH:17])=[C:15]2[C:10]([CH:11]=[CH:12][CH:13]=[N:14]2)=[CH:9][CH:8]=1.C(N(CC([O-])=O)CC(O)=O)CN(CC([O-])=O)CC(O)=O.[Na+].[Na+].C([O-])(O)=O.[Na+], predict the reaction product. The product is: [CH3:1][O:2][C:7]1[C:16]([OH:17])=[C:15]2[C:10]([CH:11]=[CH:12][CH:13]=[N:14]2)=[CH:9][CH:8]=1. (4) The product is: [Cl:1][C:2]1[C:3]2[S:10][CH:9]=[C:8]([C:11]([OH:13])=[O:12])[C:4]=2[N:5]=[CH:6][N:7]=1. Given the reactants [Cl:1][C:2]1[C:3]2[S:10][CH:9]=[C:8]([C:11]([O:13]C)=[O:12])[C:4]=2[N:5]=[CH:6][N:7]=1.O.[OH-].[Li+], predict the reaction product.